This data is from Acute oral toxicity (LD50) regression data from Zhu et al.. The task is: Regression/Classification. Given a drug SMILES string, predict its toxicity properties. Task type varies by dataset: regression for continuous values (e.g., LD50, hERG inhibition percentage) or binary classification for toxic/non-toxic outcomes (e.g., AMES mutagenicity, cardiotoxicity, hepatotoxicity). Dataset: ld50_zhu. The molecule is O=[N+]([O-])C(Br)Br. The rat oral LD50 is 3.41, given as -log10 of the dose in mol/kg body weight (higher means more acutely toxic).